Dataset: Full USPTO retrosynthesis dataset with 1.9M reactions from patents (1976-2016). Task: Predict the reactants needed to synthesize the given product. (1) Given the product [C:40]([C:37]1[S:36][C:35]([C:33]2[N:34]=[C:29]([NH2:28])[C:30]3[CH:46]=[C:45]([CH2:47][N:22]4[CH:23]([CH3:27])[CH2:24][CH2:25][CH2:26][CH:21]4[CH3:20])[S:44][C:31]=3[N:32]=2)=[CH:39][CH:38]=1)([CH3:43])([CH3:42])[CH3:41], predict the reactants needed to synthesize it. The reactants are: [BH-](OC(C)=O)(OC(C)=O)OC(C)=O.[Na+].C1COCC1.[CH3:20][C@H:21]1[CH2:26][CH2:25][CH2:24][C@@H:23]([CH3:27])[NH:22]1.[NH2:28][C:29]1[C:30]2[CH:46]=[C:45]([CH:47]=O)[S:44][C:31]=2[N:32]=[C:33]([C:35]2[S:36][C:37]([C:40]([CH3:43])([CH3:42])[CH3:41])=[CH:38][CH:39]=2)[N:34]=1. (2) The reactants are: Cl[C:2]1[N:7]=[CH:6][C:5]([S:8]([NH2:11])(=[O:10])=[O:9])=[CH:4][CH:3]=1.[CH3:12][O:13][CH2:14][CH2:15][CH2:16][NH2:17]. Given the product [CH3:12][O:13][CH2:14][CH2:15][CH2:16][NH:17][C:2]1[N:7]=[CH:6][C:5]([S:8]([NH2:11])(=[O:10])=[O:9])=[CH:4][CH:3]=1, predict the reactants needed to synthesize it.